From a dataset of Full USPTO retrosynthesis dataset with 1.9M reactions from patents (1976-2016). Predict the reactants needed to synthesize the given product. (1) The reactants are: CO[C:3](=[O:13])[C:4]1[C:9]([I:10])=[CH:8][CH:7]=[CH:6][C:5]=1[CH2:11]Br.[F:14][C:15]1[CH:22]=[CH:21][C:18]([CH2:19][NH2:20])=[CH:17][CH:16]=1.C(OCC)(=O)C. Given the product [F:14][C:15]1[CH:22]=[CH:21][C:18]([CH2:19][N:20]2[CH2:11][C:5]3[C:4](=[C:9]([I:10])[CH:8]=[CH:7][CH:6]=3)[C:3]2=[O:13])=[CH:17][CH:16]=1, predict the reactants needed to synthesize it. (2) The reactants are: Cl[C:2]1[N:7]=[C:6]([N:8]([CH:18]2[CH2:20][CH2:19]2)[CH2:9][C:10]2[CH:15]=[CH:14][C:13]([O:16][CH3:17])=[CH:12][CH:11]=2)[C:5]2=[N:21][CH:22]=[C:23]([C:24]#[N:25])[N:4]2[N:3]=1.[NH2:26][C:27]1[C:28]([Cl:51])=[C:29]([N:35]2[CH2:40][CH2:39][CH:38]3[N:41]([C:44]([O:46][C:47]([CH3:50])([CH3:49])[CH3:48])=[O:45])[CH2:42][CH2:43][CH:37]3[CH2:36]2)[CH:30]=[C:31]([C:33]#[N:34])[CH:32]=1.CC1(C)C2C(=C(P(C3C=CC=CC=3)C3C=CC=CC=3)C=CC=2)OC2C(P(C3C=CC=CC=3)C3C=CC=CC=3)=CC=CC1=2.C(=O)([O-])[O-].[Cs+].[Cs+]. Given the product [Cl:51][C:28]1[C:27]([NH:26][C:2]2[N:7]=[C:6]([N:8]([CH:18]3[CH2:19][CH2:20]3)[CH2:9][C:10]3[CH:11]=[CH:12][C:13]([O:16][CH3:17])=[CH:14][CH:15]=3)[C:5]3=[N:21][CH:22]=[C:23]([C:24]#[N:25])[N:4]3[N:3]=2)=[CH:32][C:31]([C:33]#[N:34])=[CH:30][C:29]=1[N:35]1[CH2:40][CH2:39][CH:38]2[N:41]([C:44]([O:46][C:47]([CH3:50])([CH3:49])[CH3:48])=[O:45])[CH2:42][CH2:43][CH:37]2[CH2:36]1, predict the reactants needed to synthesize it. (3) The reactants are: Cl[C:2]1[C:11]([N:12]([CH:14]([CH3:16])[CH3:15])[CH3:13])=[N:10][C:9]2[C:4](=[CH:5][CH:6]=[C:7]([C:17]([O:19][CH3:20])=[O:18])[CH:8]=2)[N:3]=1.[CH3:21][O:22][C:23]1[CH:28]=[CH:27][C:26](B(O)O)=[CH:25][CH:24]=1.[O-]P([O-])([O-])=O.[K+].[K+].[K+]. Given the product [CH:14]([N:12]([CH3:13])[C:11]1[C:2]([C:26]2[CH:27]=[CH:28][C:23]([O:22][CH3:21])=[CH:24][CH:25]=2)=[N:3][C:4]2[C:9]([N:10]=1)=[CH:8][C:7]([C:17]([O:19][CH3:20])=[O:18])=[CH:6][CH:5]=2)([CH3:16])[CH3:15], predict the reactants needed to synthesize it. (4) Given the product [C:41]([OH:46])(=[O:45])[C:42]([OH:44])=[O:43].[CH:22]1([CH2:50][O:51][C:34]2[CH:35]=[C:42]([C:41]([N:15]3[CH2:14][CH2:13][N:12]([C:10]([NH:9][C:5]4[CH:4]=[N:3][CH:8]=[CH:7][CH:6]=4)=[O:11])[CH2:17][CH2:16]3)=[O:46])[CH:31]=[N:32][CH:33]=2)[CH2:21][CH2:20][CH2:19][CH2:18][CH2:23]1, predict the reactants needed to synthesize it. The reactants are: Cl.Cl.[N:3]1[CH:8]=[CH:7][CH:6]=[C:5]([NH:9][C:10]([N:12]2[CH2:17][CH2:16][NH:15][CH2:14][CH2:13]2)=[O:11])[CH:4]=1.[CH:18]1[CH:19]=[CH:20][C:21]2N(O)N=N[C:22]=2[CH:23]=1.CCN=[C:31]=[N:32][CH2:33][CH2:34][CH2:35]N(C)C.[OH-].[Na+].[C:41]([OH:46])(=[O:45])[C:42]([OH:44])=[O:43].CN([CH:50]=[O:51])C. (5) Given the product [C:62]([C:61]1[CH:64]=[CH:65][C:58]([CH:57]([C:67]2[CH:72]=[CH:71][CH:70]=[CH:69][CH:68]=2)[NH:56][C:20](=[O:21])[CH2:19][C:16]2[CH:17]=[CH:18][C:12]3[O:11][C:10]([C:2]([OH:1])([C:4]4[CH:9]=[CH:8][N:7]=[CH:6][CH:5]=4)[CH3:3])=[CH:14][C:13]=3[CH:15]=2)=[C:59]([CH3:66])[CH:60]=1)#[N:63], predict the reactants needed to synthesize it. The reactants are: [OH:1][C:2]([C:10]1[O:11][C:12]2[CH:18]=[CH:17][C:16]([CH2:19][C:20](O)=[O:21])=[CH:15][C:13]=2[CH:14]=1)([C:4]1[CH:9]=[CH:8][N:7]=[CH:6][CH:5]=1)[CH3:3].CN(C(ON1N=NC2C=CC=NC1=2)=[N+](C)C)C.F[P-](F)(F)(F)(F)F.CCN(C(C)C)C(C)C.[NH2:56][CH:57]([C:67]1[CH:72]=[CH:71][CH:70]=[CH:69][CH:68]=1)[C:58]1[CH:65]=[CH:64][C:61]([C:62]#[N:63])=[CH:60][C:59]=1[CH3:66]. (6) Given the product [N:8]1([CH2:7][CH2:6][CH2:5][C:4]([OH:14])=[O:3])[CH2:13][CH2:12][O:11][CH2:10][CH2:9]1, predict the reactants needed to synthesize it. The reactants are: C([O:3][C:4](=[O:14])[CH2:5][CH2:6][CH2:7][N:8]1[CH2:13][CH2:12][O:11][CH2:10][CH2:9]1)C. (7) Given the product [C:1]([O:6][CH3:7])(=[O:5])[C:2]([CH3:4])=[CH2:3].[C:8]([O:12][CH2:13][CH2:14][CH2:15][CH3:16])(=[O:11])[CH:9]=[CH2:10], predict the reactants needed to synthesize it. The reactants are: [C:1]([O:6][CH3:7])(=[O:5])[C:2]([CH3:4])=[CH2:3].[C:8]([O:12][CH2:13][CH2:14][CH2:15][CH3:16])(=[O:11])[CH:9]=[CH2:10].S(OOS([O-])(=O)=O)([O-])(=O)=O.[K+].[K+]. (8) The reactants are: [CH2:1]([O:3][C:4]([C:6]1[CH2:7][CH2:8][N:9]([C:20]([O:22][C:23]([CH3:26])([CH3:25])[CH3:24])=[O:21])[CH2:10][C:11]=1[NH:12][CH2:13][C:14]1[CH:19]=[CH:18][CH:17]=[CH:16][CH:15]=1)=[O:5])[CH3:2].[BH-](OC(C)=O)(OC(C)=O)OC(C)=O.[Na+].C(O)(=O)C. Given the product [CH2:1]([O:3][C:4]([CH:6]1[CH2:7][CH2:8][N:9]([C:20]([O:22][C:23]([CH3:26])([CH3:24])[CH3:25])=[O:21])[CH2:10][CH:11]1[NH:12][CH2:13][C:14]1[CH:15]=[CH:16][CH:17]=[CH:18][CH:19]=1)=[O:5])[CH3:2], predict the reactants needed to synthesize it.